From a dataset of NCI-60 drug combinations with 297,098 pairs across 59 cell lines. Regression. Given two drug SMILES strings and cell line genomic features, predict the synergy score measuring deviation from expected non-interaction effect. (1) Drug 1: C1=NC2=C(N1)C(=S)N=C(N2)N. Drug 2: CNC(=O)C1=NC=CC(=C1)OC2=CC=C(C=C2)NC(=O)NC3=CC(=C(C=C3)Cl)C(F)(F)F. Cell line: 786-0. Synergy scores: CSS=50.0, Synergy_ZIP=-1.30, Synergy_Bliss=1.00, Synergy_Loewe=0.119, Synergy_HSA=5.04. (2) Drug 1: C1=CC(=CC=C1CCCC(=O)O)N(CCCl)CCCl. Drug 2: CN(CCCl)CCCl.Cl. Cell line: MDA-MB-231. Synergy scores: CSS=18.1, Synergy_ZIP=-8.78, Synergy_Bliss=-9.06, Synergy_Loewe=-7.91, Synergy_HSA=-7.65. (3) Drug 1: C1CCC(CC1)NC(=O)N(CCCl)N=O. Drug 2: C1=C(C(=O)NC(=O)N1)N(CCCl)CCCl. Synergy scores: CSS=42.9, Synergy_ZIP=0.850, Synergy_Bliss=1.72, Synergy_Loewe=-8.24, Synergy_HSA=2.43. Cell line: RPMI-8226.